Dataset: Forward reaction prediction with 1.9M reactions from USPTO patents (1976-2016). Task: Predict the product of the given reaction. (1) Given the reactants [ClH:1].[CH3:2][NH:3][C:4]([C@@H:6]1[N:18](C(OC(C)(C)C)=O)[CH2:17][C:9]2[NH:10][C:11]3[C:16]([C:8]=2[CH2:7]1)=[CH:15][CH:14]=[CH:13][CH:12]=3)=[O:5], predict the reaction product. The product is: [ClH:1].[CH3:2][NH:3][C:4]([C@@H:6]1[NH:18][CH2:17][C:9]2[NH:10][C:11]3[C:16]([C:8]=2[CH2:7]1)=[CH:15][CH:14]=[CH:13][CH:12]=3)=[O:5]. (2) Given the reactants [CH2:1]([OH:21])[CH2:2][CH2:3][CH2:4]/[CH:5]=[CH:6]\[CH2:7]/[CH:8]=[CH:9]\[CH2:10]/[CH:11]=[CH:12]\[CH2:13]/[CH:14]=[CH:15]\[CH2:16][CH2:17][CH2:18][CH2:19][CH3:20].[C:22]1([CH3:32])[CH:27]=[CH:26][C:25]([S:28](Cl)(=[O:30])=[O:29])=[CH:24][CH:23]=1, predict the reaction product. The product is: [CH2:1]([O:21][S:28]([C:25]1[CH:26]=[CH:27][C:22]([CH3:32])=[CH:23][CH:24]=1)(=[O:30])=[O:29])[CH2:2][CH2:3][CH2:4]/[CH:5]=[CH:6]\[CH2:7]/[CH:8]=[CH:9]\[CH2:10]/[CH:11]=[CH:12]\[CH2:13]/[CH:14]=[CH:15]\[CH2:16][CH2:17][CH2:18][CH2:19][CH3:20]. (3) The product is: [NH2:22][C@H:18]1[CH2:19][CH2:20][CH2:21][C@@H:16]([NH:15][C:3]2[C:2]([Cl:1])=[CH:7][N:6]=[C:5]([NH:8][C:9]3[CH:10]=[N:11][N:12]([CH3:14])[CH:13]=3)[N:4]=2)[CH2:17]1. Given the reactants [Cl:1][C:2]1[C:3]([NH:15][C@@H:16]2[CH2:21][CH2:20][CH2:19][C@H:18]([NH:22]C(=O)OC(C)(C)C)[CH2:17]2)=[N:4][C:5]([NH:8][C:9]2[CH:10]=[N:11][N:12]([CH3:14])[CH:13]=2)=[N:6][CH:7]=1.Cl.O1CCOCC1, predict the reaction product. (4) Given the reactants [O:1]([C:8]1[CH:13]=[CH:12][C:11]([CH2:14][NH:15][C:16](=[O:24])[C:17]2[CH:22]=[CH:21][CH:20]=[N:19][C:18]=2[NH2:23])=[CH:10][CH:9]=1)[C:2]1[CH:7]=[CH:6][CH:5]=[CH:4][CH:3]=1.[Br:25]N1C(=O)CCC1=O, predict the reaction product. The product is: [O:1]([C:8]1[CH:9]=[CH:10][C:11]([CH2:14][NH:15][C:16](=[O:24])[C:17]2[CH:22]=[C:21]([Br:25])[CH:20]=[N:19][C:18]=2[NH2:23])=[CH:12][CH:13]=1)[C:2]1[CH:3]=[CH:4][CH:5]=[CH:6][CH:7]=1. (5) Given the reactants [CH:1]1([CH:4]([C:11]2[CH:16]=[CH:15][N:14]=[C:13]([CH2:17][O:18][C:19]3[CH:24]=[CH:23][C:22]([C:25]4[CH:30]=[C:29]([O:31][CH3:32])[CH:28]=[CH:27][C:26]=4[F:33])=[C:21]([CH2:34][C:35]([CH3:38])([CH3:37])[CH3:36])[CH:20]=3)[CH:12]=2)[CH2:5][C:6]([O:8]CC)=[O:7])[CH2:3][CH2:2]1.[OH-].[Na+].Cl, predict the reaction product. The product is: [CH:1]1([CH:4]([C:11]2[CH:16]=[CH:15][N:14]=[C:13]([CH2:17][O:18][C:19]3[CH:24]=[CH:23][C:22]([C:25]4[CH:30]=[C:29]([O:31][CH3:32])[CH:28]=[CH:27][C:26]=4[F:33])=[C:21]([CH2:34][C:35]([CH3:38])([CH3:37])[CH3:36])[CH:20]=3)[CH:12]=2)[CH2:5][C:6]([OH:8])=[O:7])[CH2:2][CH2:3]1. (6) The product is: [Cl:11][C:8]1[CH:9]=[CH:10][C:5]2[N:6]([C:2]([CH:31]([C:27]3[CH:26]=[CH:25][C:24]4[C:29](=[CH:30][N:22]([CH2:21][O:20][CH2:19][CH2:18][Si:17]([CH3:34])([CH3:33])[CH3:16])[N:23]=4)[CH:28]=3)[OH:32])=[CH:3][N:4]=2)[N:7]=1. Given the reactants Br[C:2]1[N:6]2[N:7]=[C:8]([Cl:11])[CH:9]=[CH:10][C:5]2=[N:4][CH:3]=1.C([Mg]Br)C.[CH3:16][Si:17]([CH3:34])([CH3:33])[CH2:18][CH2:19][O:20][CH2:21][N:22]1[CH:30]=[C:29]2[C:24]([CH:25]=[CH:26][C:27]([CH:31]=[O:32])=[CH:28]2)=[N:23]1.[NH4+].[Cl-], predict the reaction product.